From a dataset of Ames mutagenicity test results for genotoxicity prediction. Regression/Classification. Given a drug SMILES string, predict its toxicity properties. Task type varies by dataset: regression for continuous values (e.g., LD50, hERG inhibition percentage) or binary classification for toxic/non-toxic outcomes (e.g., AMES mutagenicity, cardiotoxicity, hepatotoxicity). Dataset: ames. (1) The molecule is O=[N+]([O-])c1ccccc1SSC(Cl)=C(Cl)Cl. The result is 1 (mutagenic). (2) The drug is CC[C@]1(O)C[C@@H](O)c2c(cc3c(c2O)C(=O)c2c(O)cccc2C3=O)[C@@H]1C(=O)OC. The result is 1 (mutagenic). (3) The molecule is C1CCC(NC2CCCCC2)CC1. The result is 0 (non-mutagenic). (4) The compound is Cc1ccc2ccc3c(ccc4c5cccc(C)c5ccc43)c2c1. The result is 0 (non-mutagenic).